From a dataset of Forward reaction prediction with 1.9M reactions from USPTO patents (1976-2016). Predict the product of the given reaction. (1) Given the reactants [OH:1][C:2]1[CH:9]=[C:8]([O:10][CH3:11])[CH:7]=[CH:6][C:3]=1[C:4]#[N:5].C(=O)([O-])[O-].[K+].[K+].I[CH2:19][CH3:20], predict the reaction product. The product is: [CH2:19]([O:1][C:2]1[CH:9]=[C:8]([O:10][CH3:11])[CH:7]=[CH:6][C:3]=1[C:4]#[N:5])[CH3:20]. (2) Given the reactants [CH:1](=O)[C:2]1[CH:7]=[CH:6][CH:5]=[CH:4][CH:3]=1.S(O)(O)(=O)=O.[NH2:14][C:15]1[NH:16][CH:17]=[CH:18][N:19]=1.C(N(CC)CC)C, predict the reaction product. The product is: [NH:16]1[CH:17]=[CH:18][N:19]=[C:15]1/[N:14]=[CH:1]/[C:2]1[CH:7]=[CH:6][CH:5]=[CH:4][CH:3]=1. (3) Given the reactants [O:1]1[CH2:6][CH2:5][N:4]([C:7]2[N:12]3[N:13]=[CH:14][CH:15]=[C:11]3[N:10]=[C:9]([NH:16][C:17]([C:19]3[CH:24]=[CH:23][C:22]([C:25]4([C:28]([O:30]C)=[O:29])[CH2:27][CH2:26]4)=[CH:21][CH:20]=3)=[O:18])[CH:8]=2)[CH2:3][CH2:2]1.[OH-].[Na+].Cl, predict the reaction product. The product is: [O:1]1[CH2:2][CH2:3][N:4]([C:7]2[N:12]3[N:13]=[CH:14][CH:15]=[C:11]3[N:10]=[C:9]([NH:16][C:17]([C:19]3[CH:20]=[CH:21][C:22]([C:25]4([C:28]([OH:30])=[O:29])[CH2:26][CH2:27]4)=[CH:23][CH:24]=3)=[O:18])[CH:8]=2)[CH2:5][CH2:6]1. (4) Given the reactants C(OC(=O)[NH:7][C:8]1[CH:13]=[C:12]([N:14]2[CH2:19][CH2:18][O:17][CH2:16][CH2:15]2)[C:11]([C:20]([F:23])([F:22])[F:21])=[CH:10][C:9]=1[NH:24][C:25](=[O:41])[CH2:26][C:27]([C:29]1[CH:34]=[CH:33][CH:32]=[C:31]([C:35]2[O:39][N:38]=[C:37]([CH3:40])[CH:36]=2)[CH:30]=1)=O)(C)(C)C.C(O)(C(F)(F)F)=O, predict the reaction product. The product is: [CH3:40][C:37]1[CH:36]=[C:35]([C:31]2[CH:30]=[C:29]([C:27]3[CH2:26][C:25](=[O:41])[NH:24][C:9]4[CH:10]=[C:11]([C:20]([F:22])([F:21])[F:23])[C:12]([N:14]5[CH2:15][CH2:16][O:17][CH2:18][CH2:19]5)=[CH:13][C:8]=4[N:7]=3)[CH:34]=[CH:33][CH:32]=2)[O:39][N:38]=1.